Dataset: NCI-60 drug combinations with 297,098 pairs across 59 cell lines. Task: Regression. Given two drug SMILES strings and cell line genomic features, predict the synergy score measuring deviation from expected non-interaction effect. (1) Drug 1: CCCS(=O)(=O)NC1=C(C(=C(C=C1)F)C(=O)C2=CNC3=C2C=C(C=N3)C4=CC=C(C=C4)Cl)F. Drug 2: CC1CCC2CC(C(=CC=CC=CC(CC(C(=O)C(C(C(=CC(C(=O)CC(OC(=O)C3CCCCN3C(=O)C(=O)C1(O2)O)C(C)CC4CCC(C(C4)OC)O)C)C)O)OC)C)C)C)OC. Cell line: ACHN. Synergy scores: CSS=46.2, Synergy_ZIP=9.04, Synergy_Bliss=12.2, Synergy_Loewe=2.37, Synergy_HSA=14.5. (2) Drug 1: CCC(=C(C1=CC=CC=C1)C2=CC=C(C=C2)OCCN(C)C)C3=CC=CC=C3.C(C(=O)O)C(CC(=O)O)(C(=O)O)O. Drug 2: CC(C)CN1C=NC2=C1C3=CC=CC=C3N=C2N. Cell line: HT29. Synergy scores: CSS=36.2, Synergy_ZIP=-2.18, Synergy_Bliss=-5.17, Synergy_Loewe=-7.25, Synergy_HSA=-5.77. (3) Synergy scores: CSS=31.9, Synergy_ZIP=3.53, Synergy_Bliss=4.79, Synergy_Loewe=-22.3, Synergy_HSA=2.67. Drug 2: CC1CCCC2(C(O2)CC(NC(=O)CC(C(C(=O)C(C1O)C)(C)C)O)C(=CC3=CSC(=N3)C)C)C. Drug 1: C1=CC(=CC=C1C#N)C(C2=CC=C(C=C2)C#N)N3C=NC=N3. Cell line: 786-0.